Dataset: Forward reaction prediction with 1.9M reactions from USPTO patents (1976-2016). Task: Predict the product of the given reaction. (1) Given the reactants [NH2:1][C:2]1[CH:7]=[C:6]([Br:8])[N:5]=[C:4]([C:9]([O:11][CH3:12])=[O:10])[C:3]=1[O:13][CH3:14].S(Cl)([Cl:18])(=O)=O.C(=O)(O)[O-].[Na+], predict the reaction product. The product is: [NH2:1][C:2]1[C:7]([Cl:18])=[C:6]([Br:8])[N:5]=[C:4]([C:9]([O:11][CH3:12])=[O:10])[C:3]=1[O:13][CH3:14]. (2) Given the reactants [CH2:1]([O:3][C:4]([N:6]1[C:15]2[C:10](=[CH:11][C:12]([C:16]([F:19])([F:18])[F:17])=[CH:13][CH:14]=2)[N:9]([CH:20]([C:23]2[CH:28]=[C:27]([C:29]([F:32])([F:31])[F:30])[CH:26]=[C:25]([C:33]([F:36])([F:35])[F:34])[CH:24]=2)[C:21]#[N:22])[CH2:8][CH:7]1[CH2:37][CH3:38])=[O:5])[CH3:2].[NH4+].[Cl-].[N-:41]=[N+:42]=[N-:43].[Na+], predict the reaction product. The product is: [CH2:1]([O:3][C:4]([N:6]1[C:15]2[C:10](=[CH:11][C:12]([C:16]([F:17])([F:18])[F:19])=[CH:13][CH:14]=2)[N:9]([CH:20]([C:23]2[CH:28]=[C:27]([C:29]([F:30])([F:31])[F:32])[CH:26]=[C:25]([C:33]([F:36])([F:35])[F:34])[CH:24]=2)[C:21]2[N:41]=[N:42][NH:43][N:22]=2)[CH2:8][CH:7]1[CH2:37][CH3:38])=[O:5])[CH3:2]. (3) Given the reactants [Si:1]([O:8][C@H:9]1[CH2:38][CH2:37][C@@:36]2([CH3:39])[C:11](=[CH:12][CH2:13][C@@H:14]3[C@@H:35]2[CH2:34][CH2:33][C@@:32]2([CH3:40])[C@H:15]3[CH2:16][CH2:17][C@@H:18]2[C@H:19]([CH3:31])[CH2:20][CH2:21][CH2:22][O:23][Si:24]([C:27]([CH3:30])([CH3:29])[CH3:28])([CH3:26])[CH3:25])[C:10]1([CH3:42])[CH3:41])([C:4]([CH3:7])([CH3:6])[CH3:5])([CH3:3])[CH3:2].BrN1C(C)(C)C(=O)N(Br)C1=O, predict the reaction product. The product is: [Si:1]([O:8][C@H:9]1[CH2:38][CH2:37][C@@:36]2([CH3:39])[C:11](=[CH:12][CH:13]=[C:14]3[C@@H:35]2[CH2:34][CH2:33][C@@:32]2([CH3:40])[C@H:15]3[CH2:16][CH2:17][C@@H:18]2[C@H:19]([CH3:31])[CH2:20][CH2:21][CH2:22][O:23][Si:24]([C:27]([CH3:28])([CH3:29])[CH3:30])([CH3:26])[CH3:25])[C:10]1([CH3:41])[CH3:42])([C:4]([CH3:5])([CH3:6])[CH3:7])([CH3:3])[CH3:2]. (4) The product is: [Cl:1][C:2]1[CH:3]=[CH:4][C:5]([O:11][CH3:12])=[C:6]([CH2:16][C:15]([OH:13])=[O:17])[CH:7]=1. Given the reactants [Cl:1][C:2]1[CH:3]=[CH:4][C:5]([O:11][CH3:12])=[C:6](CC#N)[CH:7]=1.[OH-:13].[K+].[CH2:15]([OH:17])[CH3:16], predict the reaction product.